From a dataset of KCNQ2 potassium channel screen with 302,405 compounds. Binary Classification. Given a drug SMILES string, predict its activity (active/inactive) in a high-throughput screening assay against a specified biological target. (1) The molecule is O(CCn1c2c(n(c(=O)[nH]c2=O)C)nc1NCc1occc1)C. The result is 0 (inactive). (2) The molecule is O(c1cc2[N+](C(C=C(c2cc1)C)(C)C)(C)C)C. The result is 0 (inactive). (3) The molecule is O=C/1N(c2ccc(OC)cc2)C(=O)NC(=O)C1=C/C=C\Nc1ccccc1. The result is 0 (inactive). (4) The compound is S(=O)(=O)(N(C(C(=O)NC1CCCC1)C)c1cc(cc(c1)C)C)C. The result is 0 (inactive). (5) The drug is O=C(Nc1ccccc1)Cn1c2c(c(c1)/C=C\[N+]([O-])=O)cccc2. The result is 0 (inactive). (6) The drug is S(=O)(=O)(N(CC(=O)N1CCCCC1)c1ccc(OC)cc1)c1c(n(nc1C)C)C. The result is 0 (inactive). (7) The drug is s1c(CNC(=S)Nc2c(OC)cc(OC)cc2)ccc1. The result is 0 (inactive). (8) The compound is S(Cc1c(OC)ccc(c1)C(OC)=O)c1oc(nn1)c1ccc(C(C)(C)C)cc1. The result is 0 (inactive).